Predict the reactants needed to synthesize the given product. From a dataset of Full USPTO retrosynthesis dataset with 1.9M reactions from patents (1976-2016). (1) Given the product [C:24]([N:32]1[CH2:37][CH2:36][N:35]([C:19](=[O:20])[C:18]([C:14]2[C:13]3[C:17](=[C:9]([C:6]4[CH:5]=[CH:4][C:3]([O:2][CH3:1])=[CH:8][CH:7]=4)[CH:10]=[CH:11][N:12]=3)[NH:16][CH:15]=2)=[O:22])[CH2:34][CH2:33]1)(=[O:31])[C:25]1[CH:30]=[CH:29][CH:28]=[CH:27][CH:26]=1, predict the reactants needed to synthesize it. The reactants are: [CH3:1][O:2][C:3]1[CH:8]=[CH:7][C:6]([C:9]2[CH:10]=[CH:11][N:12]=[C:13]3[C:17]=2[NH:16][CH:15]=[C:14]3[C:18](=[O:22])[C:19]([O-])=[O:20])=[CH:5][CH:4]=1.[K+].[C:24]([N:32]1[CH2:37][CH2:36][NH:35][CH2:34][CH2:33]1)(=[O:31])[C:25]1[CH:30]=[CH:29][CH:28]=[CH:27][CH:26]=1.C(OP(ON1C=C2C=CC=CC2=NN1)(OCC)=O)C.CCN(C(C)C)C(C)C. (2) Given the product [Cl:59][C:54]1[CH:55]=[CH:56][CH:57]=[CH:58][C:53]=1[CH2:52][N:51]1[C:50]2[C:49](=[O:60])[N:48]([CH3:61])[C:47](=[O:62])[N:46]([CH3:63])[C:45]=2[C:44]([C:64]([N:23]2[CH2:28][CH2:27][O:26][CH2:25][CH2:24]2)=[O:65])=[C:43]1[N:39]1[CH2:40][CH2:41][CH2:42][C@@H:37]([NH:36][C:34](=[O:35])[O:33][C:29]([CH3:30])([CH3:31])[CH3:32])[CH2:38]1, predict the reactants needed to synthesize it. The reactants are: ON1C2C=CC=CC=2N=N1.Cl.CN(C)CCCN=C=NCC.[NH:23]1[CH2:28][CH2:27][O:26][CH2:25][CH2:24]1.[C:29]([O:33][C:34]([NH:36][C@@H:37]1[CH2:42][CH2:41][CH2:40][N:39]([C:43]2[N:51]([CH2:52][C:53]3[CH:58]=[CH:57][CH:56]=[CH:55][C:54]=3[Cl:59])[C:50]3[C:49](=[O:60])[N:48]([CH3:61])[C:47](=[O:62])[N:46]([CH3:63])[C:45]=3[C:44]=2[C:64](O)=[O:65])[CH2:38]1)=[O:35])([CH3:32])([CH3:31])[CH3:30].[Cl-].[NH4+]. (3) Given the product [CH3:19][O:18][C:14]1[CH:13]=[CH:12][C:11]([N:20]2[CH2:25][CH2:24][N:23]([CH3:26])[CH2:22][CH2:21]2)=[C:10]2[C:15]=1[CH2:16][CH2:17][N:8]([C:6](=[O:7])[CH2:5][CH2:4][CH2:3][CH2:2][NH:1][C:38]([C:33]1[C:32]3[CH:31]=[CH:30][CH:29]=[N:28][C:37]=3[CH:36]=[CH:35][CH:34]=1)=[O:39])[CH2:9]2, predict the reactants needed to synthesize it. The reactants are: [NH2:1][CH2:2][CH2:3][CH2:4][CH2:5][C:6]([N:8]1[CH2:17][CH2:16][C:15]2[C:10](=[C:11]([N:20]3[CH2:25][CH2:24][N:23]([CH3:26])[CH2:22][CH2:21]3)[CH:12]=[CH:13][C:14]=2[O:18][CH3:19])[CH2:9]1)=[O:7].Cl.[N:28]1[C:37]2[CH:36]=[CH:35][CH:34]=[C:33]([C:38](Cl)=[O:39])[C:32]=2[CH:31]=[CH:30][CH:29]=1. (4) Given the product [NH2:1][C:4]1[CH:9]=[CH:8][C:7]([C:10]2[N:11]=[C:12]3[C:17]([C:18]([NH2:20])=[O:19])=[CH:16][CH:15]=[CH:14][N:13]3[CH:21]=2)=[CH:6][CH:5]=1, predict the reactants needed to synthesize it. The reactants are: [N+:1]([C:4]1[CH:9]=[CH:8][C:7]([C:10]2[N:11]=[C:12]3[C:17]([C:18]([NH2:20])=[O:19])=[CH:16][CH:15]=[CH:14][N:13]3[CH:21]=2)=[CH:6][CH:5]=1)([O-])=O.[H][H].